Predict the product of the given reaction. From a dataset of Forward reaction prediction with 1.9M reactions from USPTO patents (1976-2016). (1) Given the reactants CCN(C(C)C)C(C)C.[C:10]1([C:16]2[CH:17]=[CH:18][C:19]([NH:22][C:23](=[O:28])[CH2:24][C:25]([OH:27])=O)=[N:20][CH:21]=2)[CH:15]=[CH:14][CH:13]=[CH:12][CH:11]=1.CCN=C=NCCCN(C)C.C1C=CC2N(O)N=NC=2C=1.Cl.[N:51]1([C:57]([C:59]2[CH:64]=[C:63]([F:65])[C:62]([F:66])=[C:61]([F:67])[CH:60]=2)=[O:58])[CH2:56][CH2:55][NH:54][CH2:53][CH2:52]1, predict the reaction product. The product is: [O:27]=[C:25]([N:54]1[CH2:55][CH2:56][N:51]([C:57](=[O:58])[C:59]2[CH:64]=[C:63]([F:65])[C:62]([F:66])=[C:61]([F:67])[CH:60]=2)[CH2:52][CH2:53]1)[CH2:24][C:23]([NH:22][C:19]1[CH:18]=[CH:17][C:16]([C:10]2[CH:11]=[CH:12][CH:13]=[CH:14][CH:15]=2)=[CH:21][N:20]=1)=[O:28]. (2) Given the reactants C(OCC)(=O)C.[ClH:7].[F:8][C:9]([F:47])([F:46])[C:10]1[CH:11]=[C:12]([CH:43]=[CH:44][CH:45]=1)[CH2:13][C:14]1[O:15][C:16]2[CH:22]=[CH:21][CH:20]=[C:19]([C:23]3[CH:24]=[C:25]([C:29]([NH:31][CH2:32][CH2:33][CH2:34][NH:35]C(=O)OC(C)(C)C)=[O:30])[CH:26]=[CH:27][CH:28]=3)[C:17]=2[CH:18]=1, predict the reaction product. The product is: [ClH:7].[NH2:35][CH2:34][CH2:33][CH2:32][NH:31][C:29](=[O:30])[C:25]1[CH:26]=[CH:27][CH:28]=[C:23]([C:19]2[C:17]3[CH:18]=[C:14]([CH2:13][C:12]4[CH:43]=[CH:44][CH:45]=[C:10]([C:9]([F:8])([F:46])[F:47])[CH:11]=4)[O:15][C:16]=3[CH:22]=[CH:21][CH:20]=2)[CH:24]=1. (3) Given the reactants [CH2:1]([N:3]([CH2:26][CH3:27])[C:4]1[CH:9]=[C:8]([C:10]2[O:14][N:13]=[C:12]([C:15]3[CH:20]=[C:19]([CH3:21])[C:18]([OH:22])=[C:17]([CH2:23][CH3:24])[CH:16]=3)[N:11]=2)[CH:7]=[C:6]([CH3:25])[N:5]=1)[CH3:2].[CH3:28][C:29]1([CH3:36])[O:34][CH2:33][CH:32](O)[CH2:31][O:30]1, predict the reaction product. The product is: [CH3:28][C:29]1([CH3:36])[O:34][CH2:33][CH:32]([O:22][C:18]2[C:19]([CH3:21])=[CH:20][C:15]([C:12]3[N:11]=[C:10]([C:8]4[CH:7]=[C:6]([CH3:25])[N:5]=[C:4]([N:3]([CH2:1][CH3:2])[CH2:26][CH3:27])[CH:9]=4)[O:14][N:13]=3)=[CH:16][C:17]=2[CH2:23][CH3:24])[CH2:31][O:30]1. (4) Given the reactants [CH3:1][O:2][C:3]1[CH:8]=[C:7]([N:9]2[CH2:14][CH2:13][N:12]([CH:15]3[CH2:20][CH2:19][N:18]([CH3:21])[CH2:17][CH2:16]3)[CH2:11][CH2:10]2)[CH:6]=[CH:5][C:4]=1[NH2:22].CS([C:26]1[N:31]=[CH:30][C:29]2=[CH:32][CH:33]=[C:34]([C:35]3[CH:40]=[CH:39][CH:38]=[CH:37][C:36]=3[O:41][CH3:42])[N:28]2[N:27]=1)=O.C(N(CC)C(C)C)(C)C, predict the reaction product. The product is: [CH3:1][O:2][C:3]1[CH:8]=[C:7]([N:9]2[CH2:14][CH2:13][N:12]([CH:15]3[CH2:20][CH2:19][N:18]([CH3:21])[CH2:17][CH2:16]3)[CH2:11][CH2:10]2)[CH:6]=[CH:5][C:4]=1[NH:22][C:26]1[N:31]=[CH:30][C:29]2=[CH:32][CH:33]=[C:34]([C:35]3[CH:40]=[CH:39][CH:38]=[CH:37][C:36]=3[O:41][CH3:42])[N:28]2[N:27]=1. (5) Given the reactants N1C=CC=CC=1.Cl[C:8]([O:10][CH3:11])=[O:9].[Cl:12][C:13]1[CH:18]=[CH:17][C:16]([CH:19]([C:41]2[CH:46]=[CH:45][C:44]([Cl:47])=[CH:43][CH:42]=2)[N:20]2[CH2:23][C:22](=[CH:24][S:25]([CH2:28][C:29]3[CH:30]=[C:31]([N:35]4[CH2:40][CH2:39][NH:38][CH2:37][CH2:36]4)[CH:32]=[CH:33][CH:34]=3)(=[O:27])=[O:26])[CH2:21]2)=[CH:15][CH:14]=1, predict the reaction product. The product is: [CH3:11][O:10][C:8]([N:38]1[CH2:39][CH2:40][N:35]([C:31]2[CH:32]=[CH:33][CH:34]=[C:29]([CH2:28][S:25]([CH:24]=[C:22]3[CH2:21][N:20]([CH:19]([C:16]4[CH:15]=[CH:14][C:13]([Cl:12])=[CH:18][CH:17]=4)[C:41]4[CH:46]=[CH:45][C:44]([Cl:47])=[CH:43][CH:42]=4)[CH2:23]3)(=[O:26])=[O:27])[CH:30]=2)[CH2:36][CH2:37]1)=[O:9]. (6) Given the reactants FC(F)(F)C(O)=O.[CH:8]([C:10]1[CH:11]=[CH:12][C:13](/[CH:16]=[CH:17]/[C:18]([OH:20])=[O:19])=[N:14][CH:15]=1)=O.[C:21]([O:25][C:26]([N:28]1[CH2:33][CH2:32][N:31]([C:34]2[CH:39]=[CH:38][C:37]([C:40](=[O:42])[CH3:41])=[CH:36][CH:35]=2)[CH2:30][CH2:29]1)=[O:27])([CH3:24])([CH3:23])[CH3:22].[OH-].[K+].[ClH:45], predict the reaction product. The product is: [ClH:45].[C:21]([O:25][C:26]([N:28]1[CH2:29][CH2:30][N:31]([C:34]2[CH:35]=[CH:36][C:37]([C:40](=[O:42])/[CH:41]=[CH:8]/[C:10]3[CH:15]=[N:14][C:13](/[CH:16]=[CH:17]/[C:18]([OH:20])=[O:19])=[CH:12][CH:11]=3)=[CH:38][CH:39]=2)[CH2:32][CH2:33]1)=[O:27])([CH3:24])([CH3:22])[CH3:23]. (7) The product is: [NH2:1][C@@H:2]([CH2:3][C:4]1[CH:5]=[CH:6][CH:7]=[CH:8][CH:9]=1)[C:10]([NH:35][S:34]([C:31]1[CH:30]=[CH:29][C:28]([C:25]2([NH:24][C:22](=[O:23])[C:21]([F:20])([F:39])[F:38])[CH2:26][CH2:27]2)=[CH:33][CH:32]=1)(=[O:36])=[O:37])=[O:12]. Given the reactants [NH:1](C(OC(C)(C)C)=O)[C@H:2]([C:10]([OH:12])=O)[CH2:3][C:4]1[CH:9]=[CH:8][CH:7]=[CH:6][CH:5]=1.[F:20][C:21]([F:39])([F:38])[C:22]([NH:24][C:25]1([C:28]2[CH:33]=[CH:32][C:31]([S:34](=[O:37])(=[O:36])[NH2:35])=[CH:30][CH:29]=2)[CH2:27][CH2:26]1)=[O:23], predict the reaction product. (8) Given the reactants [Cl:1][C:2]1[N:3]=[C:4]([N:19]2[CH2:24][CH2:23][O:22][CH2:21][CH2:20]2)[C:5]2[N:11]=[C:10]([CH2:12]P(=O)(OC)OC)[CH:9]=[CH:8][C:6]=2[N:7]=1.C([N-]C(C)C)(C)C.[Li+].[O:33]1[CH2:38][CH2:37][C:36](=O)[CH2:35][CH2:34]1, predict the reaction product. The product is: [O:33]1[CH2:38][CH2:37][C:36](=[CH:12][C:10]2[CH:9]=[CH:8][C:6]3[N:7]=[C:2]([Cl:1])[N:3]=[C:4]([N:19]4[CH2:20][CH2:21][O:22][CH2:23][CH2:24]4)[C:5]=3[N:11]=2)[CH2:35][CH2:34]1. (9) Given the reactants [CH3:1][O:2][C:3]1[NH:4][CH:5]=[CH:6][C:7](=[O:9])[N:8]=1.C1C(=O)N([I:17])C(=O)C1, predict the reaction product. The product is: [I:17][C:6]1[C:7](=[O:9])[N:8]=[C:3]([O:2][CH3:1])[NH:4][CH:5]=1. (10) Given the reactants [OH:1][NH:2][C:3](=[NH:5])[CH3:4].N1[CH:11]=[CH:10]C=CC=1.C([CH:14]([C:18](Cl)=[O:19])[C:15](Cl)=[O:16])C.C[O:22]CCOC, predict the reaction product. The product is: [NH2:5]/[C:3](=[N:2]\[O:1][C:18](=[O:19])[CH2:14][C:15]([O:16][CH2:10][CH3:11])=[O:22])/[CH3:4].